Dataset: Full USPTO retrosynthesis dataset with 1.9M reactions from patents (1976-2016). Task: Predict the reactants needed to synthesize the given product. (1) Given the product [CH3:16][C:2]1[CH:3]=[C:4]([CH:8]=[C:9]([O:11][C:12]([F:15])([F:14])[F:13])[CH:10]=1)[C:5]([OH:7])=[O:6], predict the reactants needed to synthesize it. The reactants are: Br[C:2]1[CH:3]=[C:4]([CH:8]=[C:9]([O:11][C:12]([F:15])([F:14])[F:13])[CH:10]=1)[C:5]([OH:7])=[O:6].[CH3:16][Al](C)C.Cl. (2) Given the product [CH:24]1([CH2:30][CH2:31][CH2:32][CH2:33][N:34]2[CH2:35][CH2:36][N:37]([C:40]3[C:41]([F:49])=[CH:42][C:43]([OH:47])=[C:44]([F:46])[CH:45]=3)[CH2:38][CH2:39]2)[CH2:29][CH2:28][CH2:27][CH2:26][CH2:25]1, predict the reactants needed to synthesize it. The reactants are: COC1C=CC(N2CCN(CCC3C=CC=CC=3)CC2)=CC=1C.[CH:24]1([CH2:30][CH2:31][CH2:32][CH2:33][N:34]2[CH2:39][CH2:38][N:37]([C:40]3[CH:45]=[C:44]([F:46])[C:43]([O:47]C)=[CH:42][C:41]=3[F:49])[CH2:36][CH2:35]2)[CH2:29][CH2:28][CH2:27][CH2:26][CH2:25]1. (3) Given the product [CH:33]1([N:14]2[C:15]3([CH2:22][CH2:21][NH:20][CH2:19][CH2:18]3)[C:16](=[O:17])[N:12]([CH2:11][C:10]3[CH:9]=[C:8]([CH:41]=[CH:40][CH:39]=3)[C:6]([O:5][C:1]([CH3:3])([CH3:4])[CH3:2])=[O:7])[CH2:13]2)[CH2:34][CH2:35][CH2:36][CH2:37][CH2:38]1, predict the reactants needed to synthesize it. The reactants are: [C:1]([O:5][C:6]([C:8]1[CH:9]=[C:10]([CH:39]=[CH:40][CH:41]=1)[CH2:11][N:12]1[C:16](=[O:17])[C:15]2([CH2:22][CH2:21][N:20](C(OCC3C=CC=CC=3)=O)[CH2:19][CH2:18]2)[N:14]([CH:33]2[CH2:38][CH2:37][CH2:36][CH2:35][CH2:34]2)[CH2:13]1)=[O:7])([CH3:4])([CH3:3])[CH3:2].